From a dataset of Forward reaction prediction with 1.9M reactions from USPTO patents (1976-2016). Predict the product of the given reaction. The product is: [Br:1][C:2]1[CH:7]=[CH:6][N:5]=[CH:4][C:3]=1[CH:18]=[O:19]. Given the reactants [Br:1][C:2]1[CH:7]=[CH:6][N:5]=[CH:4][CH:3]=1.C([N-]C(C)C)(C)C.[Li+].CN(C)[CH:18]=[O:19], predict the reaction product.